The task is: Predict the product of the given reaction.. This data is from Forward reaction prediction with 1.9M reactions from USPTO patents (1976-2016). (1) Given the reactants [BH4-].[Li+].CO.[CH2:5]([O:12][C:13]1[CH:28]=[CH:27][C:16]([C:17](OCC2C=CC=CC=2)=[O:18])=[CH:15][N:14]=1)[C:6]1[CH:11]=[CH:10][CH:9]=[CH:8][CH:7]=1, predict the reaction product. The product is: [CH2:5]([O:12][C:13]1[N:14]=[CH:15][C:16]([CH2:17][OH:18])=[CH:27][CH:28]=1)[C:6]1[CH:7]=[CH:8][CH:9]=[CH:10][CH:11]=1. (2) Given the reactants [C:1]([N:4]1[C:13]2[C:8](=[CH:9][C:10]([NH2:14])=[CH:11][CH:12]=2)[C:7]([C:16]2[CH:21]=[CH:20][CH:19]=[CH:18][CH:17]=2)([CH3:15])[CH2:6][C:5]1([CH3:23])[CH3:22])(=[O:3])[CH3:2].[CH3:24][C:25]1[CH:26]=[N:27][CH:28]=[C:29]([CH:33]=1)[C:30](O)=[O:31].CN(C(ON1N=NC2C=CC=NC1=2)=[N+](C)C)C.F[P-](F)(F)(F)(F)F.C(N(CC)C(C)C)(C)C, predict the reaction product. The product is: [C:1]([N:4]1[C:13]2[C:8](=[CH:9][C:10]([NH:14][C:30](=[O:31])[C:29]3[CH:33]=[C:25]([CH3:24])[CH:26]=[N:27][CH:28]=3)=[CH:11][CH:12]=2)[C:7]([C:16]2[CH:21]=[CH:20][CH:19]=[CH:18][CH:17]=2)([CH3:15])[CH2:6][C:5]1([CH3:23])[CH3:22])(=[O:3])[CH3:2]. (3) Given the reactants [C:1]([C:3]1[CH:4]=[C:5]([N:10]([CH2:15][C:16]2[CH:21]=[CH:20][C:19](I)=[CH:18][CH:17]=2)[C:11](=[O:14])[CH2:12][CH3:13])[CH:6]=[C:7]([F:9])[CH:8]=1)#[N:2].[N:23]1[CH:28]=[CH:27][C:26](B(O)O)=[CH:25][CH:24]=1, predict the reaction product. The product is: [C:1]([C:3]1[CH:4]=[C:5]([N:10]([CH2:15][C:16]2[CH:21]=[CH:20][C:19]([C:26]3[CH:27]=[CH:28][N:23]=[CH:24][CH:25]=3)=[CH:18][CH:17]=2)[C:11](=[O:14])[CH2:12][CH3:13])[CH:6]=[C:7]([F:9])[CH:8]=1)#[N:2]. (4) Given the reactants Cl[C:2]1[CH:10]=[CH:9][C:5]([C:6]([OH:8])=[O:7])=[CH:4][N:3]=1.C1COCC1.[CH3:16][C:17]([CH3:20])([O-:19])[CH3:18].[K+].C(O)(=O)CC(CC(O)=O)(C(O)=O)O, predict the reaction product. The product is: [C:17]([O:19][C:2]1[CH:10]=[CH:9][C:5]([C:6]([OH:8])=[O:7])=[CH:4][N:3]=1)([CH3:20])([CH3:18])[CH3:16].